Dataset: Reaction yield outcomes from USPTO patents with 853,638 reactions. Task: Predict the reaction yield, written as a fraction of the theoretical maximum amount of product (1.0 means a 100% yield; for example, 0.34 means a 34% yield). No catalyst specified. The reactants are OO.[OH:3][C:4]1[CH:11]=[CH:10][C:7]([C:8]#[N:9])=[CH:6][C:5]=1[O:12][CH3:13].[OH-].[K+].S([O-])([O-])=[O:17].[Na+].[Na+]. The yield is 0.760. The product is [OH:3][C:4]1[CH:11]=[CH:10][C:7]([C:8]([NH2:9])=[O:17])=[CH:6][C:5]=1[O:12][CH3:13].